From a dataset of Forward reaction prediction with 1.9M reactions from USPTO patents (1976-2016). Predict the product of the given reaction. (1) Given the reactants [Cl:1][C:2]1[CH:3]=[C:4]([CH:14]=[CH:15][C:16]=1[Cl:17])[CH2:5][N:6]1[CH2:11][CH2:10][O:9][CH:8]([CH2:12][NH2:13])[CH2:7]1.[F:18][C:19]([F:35])([F:34])[C:20]1[CH:21]=[C:22]([CH2:30][C:31](O)=[O:32])[CH:23]=[C:24]([C:26]([F:29])([F:28])[F:27])[CH:25]=1, predict the reaction product. The product is: [F:18][C:19]([F:34])([F:35])[C:20]1[CH:21]=[C:22]([CH2:30][C:31]([NH:13][CH2:12][CH:8]2[O:9][CH2:10][CH2:11][N:6]([CH2:5][C:4]3[CH:14]=[CH:15][C:16]([Cl:17])=[C:2]([Cl:1])[CH:3]=3)[CH2:7]2)=[O:32])[CH:23]=[C:24]([C:26]([F:27])([F:28])[F:29])[CH:25]=1. (2) Given the reactants [Br:1][C:2]1[N:3]=[N:4][C:5](Br)=[CH:6][CH:7]=1.[CH3:9][S:10]([CH3:13])(=[NH:12])=[O:11].CC(C)([O-])C.[Na+], predict the reaction product. The product is: [Br:1][C:2]1[N:3]=[N:4][C:5]([N:12]=[S:10]([CH3:13])([CH3:9])=[O:11])=[CH:6][CH:7]=1. (3) Given the reactants [NH2:1][C:2]1[C:10]([O:11][CH3:12])=[CH:9][CH:8]=[CH:7][C:3]=1[C:4]([NH2:6])=[O:5].[CH3:13][N:14]([CH3:24])[CH:15]1[CH2:20][CH2:19][CH:18]([C:21](Cl)=O)[CH2:17][CH2:16]1, predict the reaction product. The product is: [CH3:12][O:11][C:10]1[CH:9]=[CH:8][CH:7]=[C:3]2[C:2]=1[N:1]=[C:21]([CH:18]1[CH2:19][CH2:20][CH:15]([N:14]([CH3:24])[CH3:13])[CH2:16][CH2:17]1)[NH:6][C:4]2=[O:5]. (4) The product is: [CH2:18]([C:1]12[CH2:7][CH:4]([CH2:5][CH2:6]1)[CH:3]=[CH:2]2)[CH2:14][CH2:15][CH3:16].[CH:1]12[CH2:7][CH:4]([CH2:5][CH2:6]1)[CH:3]=[CH:2]2.[CH2:8]([O:12][CH3:13])[CH:9]1[O:11][CH2:10]1. Given the reactants [CH:1]12[CH2:7][CH:4]([CH2:5][CH2:6]1)[CH:3]=[CH:2]2.[CH2:8]([O:12][CH3:13])[CH:9]1[O:11][CH2:10]1.[CH2:14]1[CH2:18]O[CH2:16][CH2:15]1, predict the reaction product. (5) Given the reactants [O:1]=[C:2]1[CH2:13][CH2:12][CH:11]=[CH:10][CH2:9][C@@H:8]([CH2:14][C:15]([O:17]C(C)(C)C)=[O:16])[C:7](=[O:22])[O:6][CH2:5][C@@H:4]([C:23]2[CH:28]=[CH:27][CH:26]=[CH:25][CH:24]=2)[NH:3]1.FC(F)(F)C(O)=O, predict the reaction product. The product is: [O:1]=[C:2]1[CH2:13][CH2:12][CH:11]=[CH:10][CH2:9][C@@H:8]([CH2:14][C:15]([OH:17])=[O:16])[C:7](=[O:22])[O:6][CH2:5][C@@H:4]([C:23]2[CH:28]=[CH:27][CH:26]=[CH:25][CH:24]=2)[NH:3]1. (6) Given the reactants [Cl:1][C:2]1[CH:7]=[CH:6][C:5]([NH2:8])=[CH:4][CH:3]=1.[Br:9][C:10]1[CH:11]=[C:12]([CH:15]=[CH:16][CH:17]=1)[CH:13]=O.[CH2:18]=[C:19]([CH3:21])[CH3:20].FC(F)(F)S([O-])(=O)=O.[Yb+3].FC(F)(F)S([O-])(=O)=O.FC(F)(F)S([O-])(=O)=O, predict the reaction product. The product is: [Br:9][C:10]1[CH:11]=[C:12]([CH:13]2[CH2:18][C:19]([CH3:21])([CH3:20])[C:6]3[C:5](=[CH:4][CH:3]=[C:2]([Cl:1])[CH:7]=3)[NH:8]2)[CH:15]=[CH:16][CH:17]=1. (7) Given the reactants [CH:1]([C:3]1[CH:15]=[CH:14][C:6]([CH2:7][C@@H:8]([C:10]([O:12][CH3:13])=[O:11])[NH2:9])=[CH:5][CH:4]=1)=[O:2].[Cl:16][C:17]1[CH:25]=[CH:24][CH:23]=[C:22]([Cl:26])[C:18]=1[C:19](O)=[O:20], predict the reaction product. The product is: [Cl:16][C:17]1[CH:25]=[CH:24][CH:23]=[C:22]([Cl:26])[C:18]=1[C:19]([NH:9][C@H:8]([C:10]([O:12][CH3:13])=[O:11])[CH2:7][C:6]1[CH:5]=[CH:4][C:3]([CH:1]=[O:2])=[CH:15][CH:14]=1)=[O:20].